Dataset: Full USPTO retrosynthesis dataset with 1.9M reactions from patents (1976-2016). Task: Predict the reactants needed to synthesize the given product. (1) The reactants are: [F:1][C:2]1[CH:8]=[CH:7][C:6]([F:9])=[CH:5][C:3]=1[NH2:4].[C:10](Cl)(=[O:19])[CH:11]=[CH:12]C1C=CC=CC=1.Cl.[Cl-].[Al+3].[Cl-].[Cl-]. Given the product [F:9][C:6]1[CH:7]=[CH:8][C:2]([F:1])=[C:3]2[C:5]=1[CH:12]=[CH:11][C:10](=[O:19])[NH:4]2, predict the reactants needed to synthesize it. (2) Given the product [CH3:1][NH:2][C:14](=[O:15])[C:13]1[CH:8]=[CH:9][C:10]([C:33]([OH:35])=[O:34])=[C:11]([O:25][CH2:26][C:27]2[CH:32]=[CH:31][CH:30]=[CH:29][CH:28]=2)[C:12]=1[O:17][CH2:18][C:19]1[CH:20]=[CH:21][CH:22]=[CH:23][CH:24]=1, predict the reactants needed to synthesize it. The reactants are: [CH3:1][NH2:2].C1(=O)N([C:8]2[C:13]([C:14]([O-])=[O:15])=[C:12]([O:17][CH2:18][C:19]3[CH:24]=[CH:23][CH:22]=[CH:21][CH:20]=3)[C:11]([O:25][CH2:26][C:27]3[CH:32]=[CH:31][CH:30]=[CH:29][CH:28]=3)=[C:10]([C:33]([O-:35])=[O:34])[C:9]=2N2C(=O)CCC2=O)C(=O)CC1. (3) Given the product [F:1][C:2]1[CH:21]=[CH:20][CH:19]=[CH:18][C:3]=1[CH2:4][N:5]1[C:9]2=[N:10][CH:11]=[CH:12][CH:13]=[C:8]2[C:7]([C:14]([NH:16][NH:17][C:26]([NH:25][CH:22]([CH3:24])[CH3:23])=[O:27])=[O:15])=[N:6]1, predict the reactants needed to synthesize it. The reactants are: [F:1][C:2]1[CH:21]=[CH:20][CH:19]=[CH:18][C:3]=1[CH2:4][N:5]1[C:9]2=[N:10][CH:11]=[CH:12][CH:13]=[C:8]2[C:7]([C:14]([NH:16][NH2:17])=[O:15])=[N:6]1.[CH:22]([N:25]=[C:26]=[O:27])([CH3:24])[CH3:23]. (4) The reactants are: Cl[C:2]1[N:3]=[N+:4]([O-:13])[C:5]2[CH:11]=[C:10]([CH3:12])[CH:9]=[CH:8][C:6]=2[N:7]=1.[NH2:14][CH2:15][CH2:16][CH2:17][N:18]([CH3:30])[CH2:19][CH2:20][CH2:21][NH:22][C:23](=[O:29])[O:24][C:25]([CH3:28])([CH3:27])[CH3:26].CCN(CC)CC. Given the product [CH3:30][N:18]([CH2:17][CH2:16][CH2:15][NH:14][C:2]1[N:3]=[N+:4]([O-:13])[C:5]2[CH:11]=[C:10]([CH3:12])[CH:9]=[CH:8][C:6]=2[N:7]=1)[CH2:19][CH2:20][CH2:21][NH:22][C:23](=[O:29])[O:24][C:25]([CH3:28])([CH3:27])[CH3:26], predict the reactants needed to synthesize it. (5) Given the product [F:29][C:7]1[S:11][C:10]([NH:12][C:13](=[O:18])[C:14]([F:17])([F:16])[F:15])=[N:9][CH:8]=1, predict the reactants needed to synthesize it. The reactants are: [Li]CCCC.Br[C:7]1[S:11][C:10]([NH:12][C:13](=[O:18])[C:14]([F:17])([F:16])[F:15])=[N:9][CH:8]=1.C1C=CC(S(N(S(C2C=CC=CC=2)(=O)=O)[F:29])(=O)=O)=CC=1.O.